From a dataset of Reaction yield outcomes from USPTO patents with 853,638 reactions. Predict the reaction yield, written as a fraction of the theoretical maximum amount of product (1.0 means a 100% yield; for example, 0.34 means a 34% yield). (1) The reactants are [CH3:1][N:2]1[C:10]2[C:5](=[CH:6][CH:7]=[CH:8][CH:9]=2)[CH:4]=[C:3]1[C:11]([OH:13])=O.[NH2:14][C@H:15]([C:23]([NH:25][C@H:26]([CH:39]=[O:40])[CH2:27][C:28](=[N:34][NH:35][C:36]([NH2:38])=[O:37])[O:29][C:30]([CH3:33])([CH3:32])[CH3:31])=[O:24])[CH2:16][C:17]1[CH:22]=[CH:21][CH:20]=[CH:19][CH:18]=1.CCN=C=NCCCN(C)C.CCOCC. The catalyst is C(Cl)Cl.CN(C1C=CN=CC=1)C. The product is [CH3:1][N:2]1[C:10]2[C:5](=[CH:6][CH:7]=[CH:8][CH:9]=2)[CH:4]=[C:3]1[C:11]([NH:14][C@H:15]([C:23]([NH:25][C@H:26]([CH:39]=[O:40])[CH2:27][C:28](=[N:34][NH:35][C:36]([NH2:38])=[O:37])[O:29][C:30]([CH3:32])([CH3:33])[CH3:31])=[O:24])[CH2:16][C:17]1[CH:18]=[CH:19][CH:20]=[CH:21][CH:22]=1)=[O:13]. The yield is 0.820. (2) The reactants are C([O-])(=O)C.[K+].[B:15]1([B:15]2[O:19][C:18]([CH3:21])([CH3:20])[C:17]([CH3:23])([CH3:22])[O:16]2)[O:19][C:18]([CH3:21])([CH3:20])[C:17]([CH3:23])([CH3:22])[O:16]1.Br[C:25]1[CH:30]=[CH:29][C:28]([C:31]([OH:34])([CH3:33])[CH3:32])=[C:27]([F:35])[CH:26]=1.C(Cl)Cl. The catalyst is O1CCOCC1. The product is [F:35][C:27]1[CH:26]=[C:25]([B:15]2[O:16][C:17]([CH3:22])([CH3:23])[C:18]([CH3:20])([CH3:21])[O:19]2)[CH:30]=[CH:29][C:28]=1[C:31]([OH:34])([CH3:32])[CH3:33]. The yield is 0.610.